Task: Predict which catalyst facilitates the given reaction.. Dataset: Catalyst prediction with 721,799 reactions and 888 catalyst types from USPTO (1) The catalyst class is: 6. Reactant: [H-].[H-].[H-].[H-].[Li+].[Al+3].C(OCC)C.[C:12]1([C:23]2[C:24]([C:29](OCC)=[O:30])=[CH:25][CH:26]=[CH:27][CH:28]=2)[C:13]([C:18](OCC)=[O:19])=[CH:14][CH:15]=[CH:16][CH:17]=1. Product: [C:23]1([C:12]2[C:13]([CH2:18][OH:19])=[CH:14][CH:15]=[CH:16][CH:17]=2)[C:24]([CH2:29][OH:30])=[CH:25][CH:26]=[CH:27][CH:28]=1. (2) Reactant: [CH3:1][N:2]1[CH2:7][CH2:6][CH2:5][C:4]2([NH:12][C:11](=[O:13])[C:10]3[CH:14]=[C:15](/[CH:18]=[CH:19]/[C:20]([NH:22][O:23]C4CCCCO4)=[O:21])[CH:16]=[CH:17][C:9]=3[O:8]2)[CH2:3]1.Cl. Product: [CH3:1][N:2]1[CH2:7][CH2:6][CH2:5][C:4]2([NH:12][C:11](=[O:13])[C:10]3[CH:14]=[C:15](/[CH:18]=[CH:19]/[C:20]([NH:22][OH:23])=[O:21])[CH:16]=[CH:17][C:9]=3[O:8]2)[CH2:3]1. The catalyst class is: 135. (3) Reactant: [CH3:1][CH:2]([CH3:14])[CH2:3][CH2:4][C:5]1[NH:6][C:7]2[C:12]([CH:13]=1)=[CH:11][CH:10]=[CH:9][CH:8]=2.C(N1C=CN=C1)(N1C=CN=C1)=[O:16].CC(C)CCC(O)=O.NC1C(C)=CC=CC=1. Product: [CH3:13][C:12]1[CH:11]=[CH:10][CH:9]=[CH:8][C:7]=1[NH:6][C:5](=[O:16])[CH2:4][CH2:3][CH:2]([CH3:14])[CH3:1]. The catalyst class is: 4. (4) Reactant: [Br:1][C:2]1[CH:7]=[CH:6][CH:5]=[CH:4][C:3]=1[CH2:8][C:9]([OH:11])=[O:10].[C:12](Cl)(=O)C(Cl)=O.ClCCl. Product: [Br:1][C:2]1[CH:7]=[CH:6][CH:5]=[CH:4][C:3]=1[CH2:8][C:9]([O:11][CH3:12])=[O:10]. The catalyst class is: 405. (5) Reactant: CC(C)([O-])C.[K+].[CH3:7][O:8][C:9]1[CH:14]=[CH:13][C:12]([C:15]2[C:23]3[C:22]([O:24][C@@H:25]4[CH2:30][CH2:29][CH2:28][C@H:27]([OH:31])[CH2:26]4)=[N:21][CH:20]=[N:19][C:18]=3[O:17][C:16]=2[C:32]2[CH:37]=[CH:36][CH:35]=[CH:34][CH:33]=2)=[CH:11][CH:10]=1.[C:38](#[N:41])[CH:39]=[CH2:40]. Product: [CH3:7][O:8][C:9]1[CH:10]=[CH:11][C:12]([C:15]2[C:23]3[C:22]([O:24][C@@H:25]4[CH2:30][CH2:29][CH2:28][C@H:27]([O:31][CH2:40][CH2:39][C:38]#[N:41])[CH2:26]4)=[N:21][CH:20]=[N:19][C:18]=3[O:17][C:16]=2[C:32]2[CH:33]=[CH:34][CH:35]=[CH:36][CH:37]=2)=[CH:13][CH:14]=1. The catalyst class is: 1.